The task is: Binary Classification. Given a T-cell receptor sequence (or CDR3 region) and an epitope sequence, predict whether binding occurs between them.. This data is from TCR-epitope binding with 47,182 pairs between 192 epitopes and 23,139 TCRs. (1) The epitope is MPASWVMRI. The TCR CDR3 sequence is CASGGLAGSDTQYF. Result: 1 (the TCR binds to the epitope). (2) Result: 1 (the TCR binds to the epitope). The epitope is KLSYGIATV. The TCR CDR3 sequence is CASSLAGYLNTGELFF. (3) The epitope is FLPRVFSAV. The TCR CDR3 sequence is CASSPLSGLNTGELFF. Result: 1 (the TCR binds to the epitope).